The task is: Predict the product of the given reaction.. This data is from Forward reaction prediction with 1.9M reactions from USPTO patents (1976-2016). Given the reactants [O:1]=[C:2]1[C:10](=[C:11]2[C:19]3[C:14](=[CH:15][C:16]([C:20]([OH:22])=O)=[CH:17][CH:18]=3)[CH2:13][O:12]2)[C:9]2[C:4](=[CH:5][CH:6]=[CH:7][CH:8]=2)[NH:3]1.C(N1C=CN=C1)(N1C=CN=C1)=O.[CH2:35]([N:37]([CH2:41][CH3:42])[CH2:38][CH2:39][NH2:40])[CH3:36].O, predict the reaction product. The product is: [CH2:35]([N:37]([CH2:41][CH3:42])[CH2:38][CH2:39][NH:40][C:20]([C:16]1[CH:15]=[C:14]2[C:19](=[CH:18][CH:17]=1)[C:11](=[C:10]1[C:9]3[C:4](=[CH:5][CH:6]=[CH:7][CH:8]=3)[NH:3][C:2]1=[O:1])[O:12][CH2:13]2)=[O:22])[CH3:36].